From a dataset of Forward reaction prediction with 1.9M reactions from USPTO patents (1976-2016). Predict the product of the given reaction. (1) The product is: [C:30]1([C:33]2[CH:38]=[CH:37][CH:36]=[CH:35][CH:34]=2)[CH:31]=[CH:32][CH:27]=[CH:28][CH:29]=1. Given the reactants NC1C=CC(N(CCC2C=CC=CN=2)C(=O)OC(C)(C)C)=CC=1.C([C:27]1[CH:32]=[CH:31][C:30]([C:33]2[C:34](C(O)=O)=[CH:35][CH:36]=[CH:37][CH:38]=2)=[CH:29][CH:28]=1)(=O)C.C1C=CC2N(O)N=NC=2C=1.CCN=C=NCCCN(C)C.Cl, predict the reaction product. (2) Given the reactants [OH:1][CH2:2][CH2:3][N:4]1[C:8]2[C:9]([O:15][CH3:16])=[CH:10]C(C#N)=[CH:12][C:7]=2[N:6]=[C:5]1[C:17]1[CH:22]=[CH:21][C:20]([CH:23]([CH3:25])[CH3:24])=[CH:19][CH:18]=1.[C:26]([OH:29])(=O)[CH3:27].[PH2]([O-])=O.[Na+].N1C=CC=C[CH:35]=1, predict the reaction product. The product is: [CH:23]([C:20]1[CH:21]=[CH:22][C:17]([C:5]2[N:4]([CH2:3][CH2:2][O:1][CH3:35])[C:8]3[C:9]([O:15][CH3:16])=[CH:10][C:27]([CH:26]=[O:29])=[CH:12][C:7]=3[N:6]=2)=[CH:18][CH:19]=1)([CH3:25])[CH3:24]. (3) Given the reactants [C:1]([O:5][C:6]([N:8]1[CH2:14][CH2:13][C:12](=O)[CH:11]([CH3:16])[CH2:10][CH2:9]1)=[O:7])([CH3:4])([CH3:3])[CH3:2].[CH2:17]([NH2:24])[C:18]1[CH:23]=[CH:22][CH:21]=[CH:20][CH:19]=1, predict the reaction product. The product is: [C:1]([O:5][C:6]([N:8]1[CH2:9][CH2:10][CH:11]([CH3:16])[CH:12]([NH:24][CH2:17][C:18]2[CH:23]=[CH:22][CH:21]=[CH:20][CH:19]=2)[CH2:13][CH2:14]1)=[O:7])([CH3:4])([CH3:3])[CH3:2]. (4) Given the reactants [NH2:1][CH2:2][CH2:3][CH2:4][O:5][C:6]1[CH:45]=[CH:44][C:9]([CH2:10][C@H:11]([NH:32][C:33](=[O:43])[O:34][C@@H:35]2[C@H:42]3[C@H:38]([O:39][CH2:40][CH2:41]3)[O:37][CH2:36]2)[C@H:12]([OH:31])[CH2:13][N:14]([S:19]([C:22]2[CH:30]=[CH:29][C:25]3[O:26][CH2:27][O:28][C:24]=3[CH:23]=2)(=[O:21])=[O:20])[CH2:15][CH:16]([CH3:18])[CH3:17])=[CH:8][CH:7]=1.[O:46]1[CH:50]=[CH:49][C:48]([C:51](O)=[O:52])=[CH:47]1.C(N(CC)C(C)C)(C)C.F[P-](F)(F)(F)(F)F.N1(OC(N(C)C)=[N+](C)C)C2N=CC=CC=2N=N1, predict the reaction product. The product is: [O:26]1[C:25]2[CH:29]=[CH:30][C:22]([S:19]([N:14]([CH2:15][CH:16]([CH3:17])[CH3:18])[CH2:13][C@@H:12]([OH:31])[C@@H:11]([NH:32][C:33](=[O:43])[O:34][C@@H:35]3[C@H:42]4[C@H:38]([O:39][CH2:40][CH2:41]4)[O:37][CH2:36]3)[CH2:10][C:9]3[CH:44]=[CH:45][C:6]([O:5][CH2:4][CH2:3][CH2:2][NH:1][C:51]([C:48]4[CH:49]=[CH:50][O:46][CH:47]=4)=[O:52])=[CH:7][CH:8]=3)(=[O:21])=[O:20])=[CH:23][C:24]=2[O:28][CH2:27]1. (5) Given the reactants [F:1][C:2]1[C:7](F)=[CH:6][CH:5]=[CH:4][C:3]=1[CH2:9][S:10]([C:13]1[N:22]=[C:21]([NH:23][C@H:24]([CH3:27])[CH2:25][OH:26])[C:20]2[N:19]=[CH:18][C:17](=[O:28])[NH:16][C:15]=2[N:14]=1)(=O)=O.FC1C=CC=CC=1CS, predict the reaction product. The product is: [F:1][C:2]1[CH:7]=[CH:6][CH:5]=[CH:4][C:3]=1[CH2:9][S:10][C:13]1[N:22]=[C:21]([NH:23][C@H:24]([CH3:27])[CH2:25][OH:26])[C:20]2[N:19]=[CH:18][C:17](=[O:28])[NH:16][C:15]=2[N:14]=1. (6) Given the reactants [CH:1]([N:4]1[CH2:9][CH2:8][N:7]([C:10]([C:12]2[CH:13]=[C:14]3[C:18](=[CH:19][CH:20]=2)[NH:17][C:16]([C:21]([N:23]2[CH2:28][CH2:27][N:26](S(C)(=O)=O)[CH2:25][CH2:24]2)=[O:22])=[CH:15]3)=[O:11])[CH2:6][CH2:5]1)([CH3:3])[CH3:2].[CH2:33]([O:35][C:36](N1CCNCC1)=[O:37])[CH3:34], predict the reaction product. The product is: [CH2:33]([O:35][C:36]([N:26]1[CH2:25][CH2:24][N:23]([C:21]([C:16]2[NH:17][C:18]3[C:14]([CH:15]=2)=[CH:13][C:12]([C:10]([N:7]2[CH2:8][CH2:9][N:4]([CH:1]([CH3:2])[CH3:3])[CH2:5][CH2:6]2)=[O:11])=[CH:20][CH:19]=3)=[O:22])[CH2:28][CH2:27]1)=[O:37])[CH3:34]. (7) Given the reactants [CH2:1]([O:3][C:4]([C:6]1[CH2:11][C@H:10]([N:12]=[N+:13]=[N-:14])[C@@H:9]([NH:15]P(OCC)(OCC)=O)[C@H:8]([O:24][CH:25]([CH2:28][CH3:29])[CH2:26][CH3:27])[CH:7]=1)=[O:5])[CH3:2].CCO.S(=O)(=O)(O)O.[OH-].[NH4+], predict the reaction product. The product is: [CH2:1]([O:3][C:4]([C:6]1[CH2:11][C@H:10]([N:12]=[N+:13]=[N-:14])[C@@H:9]([NH2:15])[C@H:8]([O:24][CH:25]([CH2:26][CH3:27])[CH2:28][CH3:29])[CH:7]=1)=[O:5])[CH3:2]. (8) Given the reactants Br[C:2]1[CH:7]=[CH:6][C:5]2[S:8](=[O:30])(=[O:29])[CH2:9][C:10]3[C:14]([C:15]([N:17]4[CH2:22][CH2:21][O:20][CH2:19][CH2:18]4)=[O:16])=[N:13][N:12]([C:23]4[CH:28]=[CH:27][CH:26]=[CH:25][CH:24]=4)[C:11]=3[C:4]=2[CH:3]=1.[K+].[CH3:32][B-](F)(F)F.C([O-])([O-])=O.[K+].[K+].COC1C=CC=C(OC)C=1C1C=CC=CC=1P(C1CCCCC1)C1CCCCC1, predict the reaction product. The product is: [CH3:32][C:2]1[CH:7]=[CH:6][C:5]2[S:8](=[O:29])(=[O:30])[CH2:9][C:10]3[C:14]([C:15]([N:17]4[CH2:18][CH2:19][O:20][CH2:21][CH2:22]4)=[O:16])=[N:13][N:12]([C:23]4[CH:28]=[CH:27][CH:26]=[CH:25][CH:24]=4)[C:11]=3[C:4]=2[CH:3]=1.